This data is from Catalyst prediction with 721,799 reactions and 888 catalyst types from USPTO. The task is: Predict which catalyst facilitates the given reaction. (1) Reactant: Br[C:2]1[CH:7]=[CH:6][C:5]([OH:8])=[C:4]([F:9])[CH:3]=1.[CH3:10][S:11]([O-:13])=[O:12].[Na+].CNCCNC.O. Product: [F:9][C:4]1[CH:3]=[C:2]([S:11]([CH3:10])(=[O:13])=[O:12])[CH:7]=[CH:6][C:5]=1[OH:8]. The catalyst class is: 16. (2) Reactant: [NH2:1][C:2]1[CH:7]=[CH:6][CH:5]=[C:4]([C:8]([CH:10]2[CH2:15][CH2:14][N:13]([CH3:16])[CH2:12][CH2:11]2)=[O:9])[N:3]=1.[F:17][C:18]([F:30])([F:29])[C:19]1[CH:27]=[C:26]([F:28])[CH:25]=[CH:24][C:20]=1[C:21]([Cl:23])=[O:22]. Product: [ClH:23].[F:29][C:18]([F:17])([F:30])[C:19]1[CH:27]=[C:26]([F:28])[CH:25]=[CH:24][C:20]=1[C:21]([NH:1][C:2]1[CH:7]=[CH:6][CH:5]=[C:4]([C:8]([CH:10]2[CH2:15][CH2:14][N:13]([CH3:16])[CH2:12][CH2:11]2)=[O:9])[N:3]=1)=[O:22]. The catalyst class is: 12. (3) The catalyst class is: 11. Product: [Br:1][C:2]1[C:3]2[N:4]([CH:10]=[N:9][CH:8]=2)[CH:5]=[CH:6][CH:7]=1. Reactant: [Br:1][C:2]1[C:3]([CH2:8][NH:9][CH:10]=O)=[N:4][CH:5]=[CH:6][CH:7]=1.P(Cl)(Cl)(Cl)=O. (4) The catalyst class is: 8. Product: [CH2:1]([O:3][C:4](=[O:18])[CH2:5][O:6][C:7]1[CH:12]=[CH:11][C:10]([OH:13])=[CH:9][C:8]=1[CH3:17])[CH3:2]. Reactant: [CH2:1]([O:3][C:4](=[O:18])[CH2:5][O:6][C:7]1[CH:12]=[CH:11][C:10]([O:13]C(=O)C)=[CH:9][C:8]=1[CH3:17])[CH3:2].[O-]CC.[Na+].Cl. (5) Reactant: O[CH:2]([C:16]1[CH:21]=[CH:20][CH:19]=[CH:18][C:17]=1[S:22]([N:25]1[CH2:30][CH2:29][O:28][CH2:27][CH2:26]1)(=[O:24])=[O:23])[C:3]1[C:11]2[C:10](=[O:12])[CH2:9][C:8]([CH3:14])([CH3:13])[CH2:7][C:6]=2[NH:5][C:4]=1[CH3:15].FC(F)(F)S(O[Si](C)(C)C)(=O)=O.C([SiH](CC)CC)C. Product: [CH3:15][C:4]1[NH:5][C:6]2[CH2:7][C:8]([CH3:14])([CH3:13])[CH2:9][C:10](=[O:12])[C:11]=2[C:3]=1[CH2:2][C:16]1[CH:21]=[CH:20][CH:19]=[CH:18][C:17]=1[S:22]([N:25]1[CH2:26][CH2:27][O:28][CH2:29][CH2:30]1)(=[O:24])=[O:23]. The catalyst class is: 4. (6) Reactant: C(=O)([O-])[O-].[K+].[K+].[OH:7][C@H:8]([CH2:27][O:28][CH2:29][C:30]#[CH:31])[CH2:9][O:10][C:11]1[CH:16]=[CH:15][C:14]([C:17]([C:20]2[CH:25]=[CH:24][C:23]([OH:26])=[CH:22][CH:21]=2)([CH3:19])[CH3:18])=[CH:13][CH:12]=1.CC1C=CC(S(O[CH2:43][C@H:44]2[O:46][CH2:45]2)(=O)=O)=CC=1. Product: [O:46]1[CH2:45][C@H:44]1[CH2:43][O:26][C:23]1[CH:22]=[CH:21][C:20]([C:17]([C:14]2[CH:13]=[CH:12][C:11]([O:10][CH2:9][C@H:8]([OH:7])[CH2:27][O:28][CH2:29][C:30]#[CH:31])=[CH:16][CH:15]=2)([CH3:19])[CH3:18])=[CH:25][CH:24]=1. The catalyst class is: 9. (7) Reactant: [CH2:1]([O:3][C:4](=[O:11])[C:5]1[CH:10]=[CH:9][N:8]=[CH:7][CH:6]=1)[CH3:2].[CH3:12][I:13]. Product: [I-:13].[CH2:1]([O:3][C:4]([C:5]1[CH:6]=[CH:7][N+:8]([CH3:12])=[CH:9][CH:10]=1)=[O:11])[CH3:2]. The catalyst class is: 8.